This data is from Full USPTO retrosynthesis dataset with 1.9M reactions from patents (1976-2016). The task is: Predict the reactants needed to synthesize the given product. (1) Given the product [Br:32][C:20]1[S:21][C:17]([C:13]2[N:8]3[N:9]=[C:10]([CH3:12])[CH:11]=[C:6]([CH:3]([CH2:4][CH3:5])[CH2:1][CH3:2])[C:7]3=[N:15][C:14]=2[CH3:16])=[C:18]([C:22]([F:23])([F:24])[F:25])[N:19]=1, predict the reactants needed to synthesize it. The reactants are: [CH2:1]([CH:3]([C:6]1[C:7]2[N:8]([C:13]([C:17]3[S:21][CH:20]=[N:19][C:18]=3[C:22]([F:25])([F:24])[F:23])=[C:14]([CH3:16])[N:15]=2)[N:9]=[C:10]([CH3:12])[CH:11]=1)[CH2:4][CH3:5])[CH3:2].[Li]CCCC.C(Br)(Br)(Br)[Br:32]. (2) Given the product [C:4]([OH:27])(=[O:26])[CH2:5][CH2:6][CH2:7]/[CH:8]=[CH:9]\[CH2:10]/[CH:11]=[CH:12]\[CH2:13]/[CH:14]=[CH:15]\[CH2:16]/[CH:17]=[CH:18]\[CH2:19][CH2:20][CH2:21][CH2:22][CH3:23], predict the reactants needed to synthesize it. The reactants are: IC#N.[C:4]([OH:27])(=[O:26])[CH:5]=[CH:6][CH:7]=[CH:8][CH:9]=[CH:10][CH:11]=[CH:12][CH2:13][CH2:14][CH2:15][CH2:16][CH2:17][CH2:18][CH2:19][CH2:20][CH2:21][CH2:22][CH2:23]CC.C(O)(=O)CCCC/C=C\C/C=C\C/C=C\CCCCC.C(O)(=O)CCCCCCC/C=C\C/C=C\CCCCC.C(O)(=O)CCCCCCC/C=C\C/C=C\C/C=C\CC.